Dataset: Full USPTO retrosynthesis dataset with 1.9M reactions from patents (1976-2016). Task: Predict the reactants needed to synthesize the given product. (1) Given the product [Br:22][C:2]1[CH:3]=[C:4]([CH:7]([C:14]2[CH:19]=[CH:18][CH:17]=[CH:16][CH:15]=2)[S:8]([CH2:10][C:11]([NH2:13])=[O:12])=[O:9])[CH:5]=[CH:6][CH:1]=1, predict the reactants needed to synthesize it. The reactants are: [C:1]1(C)[CH:6]=[CH:5][C:4]([CH:7]([C:14]2[CH:19]=[CH:18][C:17](C)=[CH:16][CH:15]=2)[S:8]([CH2:10][C:11]([NH2:13])=[O:12])=[O:9])=[CH:3][CH:2]=1.[Br:22]C1C=C(C(C2C=CC=CC=2)SCC(N)=O)C=CC=1. (2) Given the product [C:11]([C:7]1[CH:8]=[C:9]([C:23]2[CH:28]=[CH:27][C:26]([N+:29]([O-:31])=[O:30])=[CH:25][CH:24]=2)[CH:10]=[C:5]([C:1]([CH3:4])([CH3:3])[CH3:2])[C:6]=1[OH:15])([CH3:14])([CH3:13])[CH3:12], predict the reactants needed to synthesize it. The reactants are: [C:1]([C:5]1[CH:10]=[CH:9][CH:8]=[C:7]([C:11]([CH3:14])([CH3:13])[CH3:12])[C:6]=1[OH:15])([CH3:4])([CH3:3])[CH3:2].C(=O)([O-])[O-].[Cs+].[Cs+].Cl[C:23]1[CH:28]=[CH:27][C:26]([N+:29]([O-:31])=[O:30])=[CH:25][CH:24]=1.